This data is from Reaction yield outcomes from USPTO patents with 853,638 reactions. The task is: Predict the reaction yield, written as a fraction of the theoretical maximum amount of product (1.0 means a 100% yield; for example, 0.34 means a 34% yield). (1) The reactants are [NH2:1][C:2]1[C:3](=[O:12])[N:4]([CH3:11])[C:5](=[O:10])[N:6]([CH3:9])[C:7]=1[NH2:8].[C:13](O)(=O)[CH2:14][OH:15].[OH-].[Na+].C(O)(=O)C. The catalyst is C(O)C.O. The product is [OH:15][CH2:14][C:13]1[NH:1][C:2]2[C:3](=[O:12])[N:4]([CH3:11])[C:5](=[O:10])[N:6]([CH3:9])[C:7]=2[N:8]=1. The yield is 0.595. (2) The reactants are Cl[C:2]1[C:11]([C:12]([OH:14])=[O:13])=[CH:10][C:9]2[C:4](=[CH:5][CH:6]=[C:7]([Cl:15])[CH:8]=2)[N:3]=1.[CH3:16][O:17][C:18]1[CH:29]=[CH:28][C:21]([CH2:22][C@@H:23]([C:25]([OH:27])=[O:26])[NH2:24])=[CH:20][CH:19]=1. No catalyst specified. The product is [C:25]([C@@H:23]([NH:24][C:2]1[C:11]([C:12]([OH:14])=[O:13])=[CH:10][C:9]2[C:4](=[CH:5][CH:6]=[C:7]([Cl:15])[CH:8]=2)[N:3]=1)[CH2:22][C:21]1[CH:28]=[CH:29][C:18]([O:17][CH3:16])=[CH:19][CH:20]=1)([OH:27])=[O:26]. The yield is 0.600. (3) The reactants are [OH:1][C:2]1[CH:3]=[C:4]([CH:9]=[CH:10][CH:11]=1)[C:5]([O:7][CH3:8])=[O:6].N1C(C)=CC=CC=1C.[F:20][C:21]([F:34])([F:33])[S:22](O[S:22]([C:21]([F:34])([F:33])[F:20])(=[O:24])=[O:23])(=[O:24])=[O:23]. The catalyst is C(Cl)Cl. The product is [F:20][C:21]([F:34])([F:33])[S:22]([O:1][C:2]1[CH:3]=[C:4]([CH:9]=[CH:10][CH:11]=1)[C:5]([O:7][CH3:8])=[O:6])(=[O:24])=[O:23]. The yield is 0.980. (4) The reactants are [Cl:1][C:2]1[C:3]([F:19])=[C:4]([CH:16]=[CH:17][CH:18]=1)[CH2:5][NH:6][C:7](=[NH:15])[CH:8](OCC)OCC.S(=O)(=O)(O)O. No catalyst specified. The product is [Cl:1][C:2]1[C:3]([F:19])=[C:4]2[C:16]([CH:8]=[C:7]([NH2:15])[N:6]=[CH:5]2)=[CH:17][CH:18]=1. The yield is 0.880.